This data is from Forward reaction prediction with 1.9M reactions from USPTO patents (1976-2016). The task is: Predict the product of the given reaction. (1) Given the reactants N[CH2:2][C:3]1[C:4]([CH3:25])=[N:5][C:6]2[N:7]([CH:17]=[C:18]([C:20]([O:22][CH2:23][CH3:24])=[O:21])[N:19]=2)[C:8]=1[C:9]1[CH:14]=[CH:13][C:12]([Cl:15])=[CH:11][C:10]=1[Cl:16].[O:26](C(OC(C)(C)C)=O)[C:27]([O:29][C:30]([CH3:33])([CH3:32])[CH3:31])=O.CCN(CC)CC, predict the reaction product. The product is: [C:30]([O:29][C:27]([CH2:2][C:3]1[C:4]([CH3:25])=[N:5][C:6]2[N:7]([CH:17]=[C:18]([C:20]([O:22][CH2:23][CH3:24])=[O:21])[N:19]=2)[C:8]=1[C:9]1[CH:14]=[CH:13][C:12]([Cl:15])=[CH:11][C:10]=1[Cl:16])=[O:26])([CH3:33])([CH3:32])[CH3:31]. (2) Given the reactants [Cl:1][C:2]1[N:7]=[C:6](Cl)[CH:5]=[CH:4][N:3]=1.[CH:9]1([CH:12]([N:16]2[CH:20]=[C:19](B3OC(C)(C)C(C)(C)O3)[CH:18]=[N:17]2)[CH2:13][C:14]#[N:15])[CH2:11][CH2:10]1.P([O-])([O-])([O-])=O.[K+].[K+].[K+], predict the reaction product. The product is: [Cl:1][C:2]1[N:7]=[C:6]([C:19]2[CH:18]=[N:17][N:16]([CH:12]([CH:9]3[CH2:11][CH2:10]3)[CH2:13][C:14]#[N:15])[CH:20]=2)[CH:5]=[CH:4][N:3]=1. (3) The product is: [CH3:47][O:46][C:43]1[CH:44]=[C:45]2[C:40](=[CH:41][CH:42]=1)[NH:39][CH:38]=[C:37]2[CH2:36][CH2:35][CH2:34][N:4]1[CH2:5][CH2:6][N:1]([C:7]2[CH:12]=[CH:11][C:10]([N:13]3[CH:18]=[CH:17][C:16]4[O:19][CH:20]=[CH:21][C:15]=4[C:14]3=[O:22])=[CH:9][CH:8]=2)[CH2:2][CH2:3]1. Given the reactants [N:1]1([C:7]2[CH:12]=[CH:11][C:10]([N:13]3[CH:18]=[CH:17][C:16]4[O:19][CH:20]=[CH:21][C:15]=4[C:14]3=[O:22])=[CH:9][CH:8]=2)[CH2:6][CH2:5][NH:4][CH2:3][CH2:2]1.CC1C=CC(S(O[CH2:34][CH2:35][CH2:36][C:37]2[C:45]3[C:40](=[CH:41][CH:42]=[C:43]([O:46][CH3:47])[CH:44]=3)[NH:39][CH:38]=2)(=O)=O)=CC=1.C(=O)([O-])[O-].[K+].[K+].[I-].[K+], predict the reaction product. (4) Given the reactants [Cl:1][C:2]1[CH:7]=[CH:6][N:5]=[C:4]2[CH:8]=[C:9]([C:11]([OH:13])=O)[S:10][C:3]=12.[CH3:14][N:15]([CH3:21])[C@@H:16]1[CH2:20][CH2:19][NH:18][CH2:17]1.CCN(CC)CC, predict the reaction product. The product is: [Cl:1][C:2]1[CH:7]=[CH:6][N:5]=[C:4]2[CH:8]=[C:9]([C:11]([N:18]3[CH2:19][CH2:20][C@@H:16]([N:15]([CH3:21])[CH3:14])[CH2:17]3)=[O:13])[S:10][C:3]=12. (5) Given the reactants [Cl:1][C:2]1[CH:3]=[C:4]([NH:10][C:11](=[O:13])[CH3:12])[CH:5]=[CH:6][C:7]=1[O:8][CH3:9].[N+:14]([O-])([OH:16])=[O:15], predict the reaction product. The product is: [Cl:1][C:2]1[C:7]([O:8][CH3:9])=[CH:6][C:5]([N+:14]([O-:16])=[O:15])=[C:4]([NH:10][C:11](=[O:13])[CH3:12])[CH:3]=1.